Dataset: Catalyst prediction with 721,799 reactions and 888 catalyst types from USPTO. Task: Predict which catalyst facilitates the given reaction. Reactant: CO[C:3]1[CH:8]=[CH:7][N:6]=[CH:5][C:4]=1[N+:9]([O-:11])=[O:10].[CH:12]1([NH2:15])[CH2:14][CH2:13]1.CCN(C(C)C)C(C)C. Product: [CH:12]1([NH:15][C:3]2[CH:8]=[CH:7][N:6]=[CH:5][C:4]=2[N+:9]([O-:11])=[O:10])[CH2:14][CH2:13]1. The catalyst class is: 8.